This data is from Forward reaction prediction with 1.9M reactions from USPTO patents (1976-2016). The task is: Predict the product of the given reaction. (1) Given the reactants [CH3:1][C:2]1[CH:7]=[CH:6][C:5]([S:8]([N:11]2[C:19]3[C:14](=[CH:15][CH:16]=[CH:17][CH:18]=3)[C:13](B(O)O)=[CH:12]2)(=[O:10])=[O:9])=[CH:4][CH:3]=1.Cl[C:24]1[N:29]=[C:28]([NH2:30])[N:27]=[C:26]([NH:31][C@@H:32]([CH:34]2[CH2:36][CH2:35]2)[CH3:33])[CH:25]=1, predict the reaction product. The product is: [CH:34]1([C@H:32]([NH:31][C:26]2[CH:25]=[C:24]([C:13]3[C:14]4[C:19](=[CH:18][CH:17]=[CH:16][CH:15]=4)[N:11]([S:8]([C:5]4[CH:6]=[CH:7][C:2]([CH3:1])=[CH:3][CH:4]=4)(=[O:10])=[O:9])[CH:12]=3)[N:29]=[C:28]([NH2:30])[N:27]=2)[CH3:33])[CH2:36][CH2:35]1. (2) The product is: [C:8]([NH:1][CH2:2][CH2:3][N:4]([C:8](=[O:18])[CH2:9][CH2:10][CH2:11][CH2:12][CH2:13][CH2:14][CH2:15][CH3:16])[CH2:5][CH2:6][NH:7][C:8](=[O:18])[CH2:9][CH2:10][CH2:11][CH2:12][CH2:13][CH2:14][CH2:15][CH3:16])(=[O:18])[CH2:9][CH2:10][CH2:11][CH2:12][CH2:13][CH2:14][CH2:15][CH3:16]. Given the reactants [NH2:1][CH2:2][CH2:3][NH:4][CH2:5][CH2:6][NH2:7].[C:8]([OH:18])(=O)[CH2:9][CH2:10][CH2:11][CH2:12][CH2:13][CH2:14][CH2:15][CH3:16], predict the reaction product. (3) Given the reactants [OH-].[Na+].[CH2:3]([O:5][C:6]([C:8]1([C:11]([O:13]CC)=[O:12])[CH2:10][CH2:9]1)=[O:7])[CH3:4], predict the reaction product. The product is: [CH2:3]([O:5][C:6]([C:8]1([C:11]([OH:13])=[O:12])[CH2:9][CH2:10]1)=[O:7])[CH3:4]. (4) Given the reactants N1C=CC=NC=1.C[O:8][C:9](=[O:28])[CH2:10][C:11]1[CH:16]=[CH:15][C:14]([O:17][C:18]2[C:19]3[CH2:27][CH2:26][CH2:25][C:20]=3[N:21]=[C:22](Cl)[N:23]=2)=[CH:13][CH:12]=1.[Cl:29][C:30]1[CH:31]=[C:32](B(O)O)[CH:33]=[CH:34][C:35]=1[O:36][CH3:37].C(=O)([O-])[O-].[Cs+].[Cs+].[OH-].[Na+], predict the reaction product. The product is: [Cl:29][C:30]1[CH:31]=[C:32]([C:22]2[N:23]=[C:18]([O:17][C:14]3[CH:15]=[CH:16][C:11]([CH2:10][C:9]([OH:8])=[O:28])=[CH:12][CH:13]=3)[C:19]3[CH2:27][CH2:26][CH2:25][C:20]=3[N:21]=2)[CH:33]=[CH:34][C:35]=1[O:36][CH3:37]. (5) Given the reactants C(OC([NH:8][C:9]([C:12]1[CH:17]=[CH:16][C:15]([C:18]2[C:23]([Cl:24])=[CH:22][N:21]=[C:20](Cl)[N:19]=2)=[CH:14][C:13]=1[F:26])([CH3:11])[CH3:10])=O)(C)(C)C.[NH2:27][C:28]1[CH:36]=[CH:35][C:31]([CH2:32][CH2:33][OH:34])=[CH:30][CH:29]=1, predict the reaction product. The product is: [NH2:8][C:9]([C:12]1[CH:17]=[CH:16][C:15]([C:18]2[C:23]([Cl:24])=[CH:22][N:21]=[C:20]([NH:27][C:28]3[CH:36]=[CH:35][C:31]([CH2:32][CH2:33][OH:34])=[CH:30][CH:29]=3)[N:19]=2)=[CH:14][C:13]=1[F:26])([CH3:10])[CH3:11]. (6) The product is: [NH2:22][C:4]1[CH:3]=[C:2]([NH:1][C:33](=[O:39])[O:34][CH2:35][CH:36]([CH3:38])[CH3:37])[C:7]([S:8](=[O:20])(=[O:21])[NH:9][C:10]2[CH:11]=[CH:12][C:13]3[CH2:17][O:16][B:15]([OH:18])[C:14]=3[CH:19]=2)=[N:6][CH:5]=1. Given the reactants [NH2:1][C:2]1[CH:3]=[C:4]([NH:22]C(=O)OCC2C=CC=CC=2)[CH:5]=[N:6][C:7]=1[S:8](=[O:21])(=[O:20])[NH:9][C:10]1[CH:11]=[CH:12][C:13]2[CH2:17][O:16][B:15]([OH:18])[C:14]=2[CH:19]=1.[C:33](Cl)(=[O:39])[O:34][CH2:35][CH:36]([CH3:38])[CH3:37], predict the reaction product. (7) Given the reactants [CH2:1]([O:8][C:9]([N:11]1[CH2:37][CH2:36][C:14]2([N:18]([C:19]3[CH:24]=[CH:23][CH:22]=[CH:21][CH:20]=3)[CH2:17][N:16]([C@@H:25]([C:29]3[CH:34]=[CH:33][CH:32]=[CH:31][CH:30]=3)[C:26]([OH:28])=[O:27])[C:15]2=[O:35])[CH2:13][CH2:12]1)=[O:10])[C:2]1[CH:7]=[CH:6][CH:5]=[CH:4][CH:3]=1.[C:38](OC(O[C:38]([CH3:41])([CH3:40])[CH3:39])N(C)C)([CH3:41])([CH3:40])[CH3:39], predict the reaction product. The product is: [C:38]([O:27][C:26](=[O:28])[C@@H:25]([N:16]1[C:15](=[O:35])[C:14]2([CH2:13][CH2:12][N:11]([C:9]([O:8][CH2:1][C:2]3[CH:3]=[CH:4][CH:5]=[CH:6][CH:7]=3)=[O:10])[CH2:37][CH2:36]2)[N:18]([C:19]2[CH:24]=[CH:23][CH:22]=[CH:21][CH:20]=2)[CH2:17]1)[C:29]1[CH:34]=[CH:33][CH:32]=[CH:31][CH:30]=1)([CH3:41])([CH3:40])[CH3:39]. (8) Given the reactants [OH:1][N:2]1[CH2:7][CH2:6][O:5][CH2:4][CH2:3]1.[CH2:8]([Mg]Cl)[C:9]1[CH:14]=[CH:13][CH:12]=[CH:11][CH:10]=1.[Cl-].[NH4+], predict the reaction product. The product is: [CH2:8]([CH:3]1[CH2:4][O:5][CH2:6][CH2:7][N:2]1[OH:1])[C:9]1[CH:14]=[CH:13][CH:12]=[CH:11][CH:10]=1.